The task is: Regression. Given a peptide amino acid sequence and an MHC pseudo amino acid sequence, predict their binding affinity value. This is MHC class II binding data.. This data is from Peptide-MHC class II binding affinity with 134,281 pairs from IEDB. The peptide sequence is MSQIMYNYPAMRAHA. The MHC is DRB1_0404 with pseudo-sequence DRB1_0404. The binding affinity (normalized) is 0.654.